From a dataset of Forward reaction prediction with 1.9M reactions from USPTO patents (1976-2016). Predict the product of the given reaction. Given the reactants C(C1C=CC2N(N=CN=2)C=1)#C.IC1SC=C(C)N=1.[CH3:19][N:20]([CH2:22][CH2:23][N:24]([CH3:26])[CH3:25])[CH3:21], predict the reaction product. The product is: [CH3:19][N:20]([CH2:22][CH2:23][N:24]([CH3:26])[CH3:25])[CH3:21].[CH3:19][N:20]([CH3:21])[CH2:22][CH2:23][N:24]([CH3:26])[CH3:25].